This data is from Full USPTO retrosynthesis dataset with 1.9M reactions from patents (1976-2016). The task is: Predict the reactants needed to synthesize the given product. (1) Given the product [Cl:16][C:13]1[CH:14]=[CH:15][C:6]([O:5][CH2:4][C:3]([OH:28])=[O:2])=[C:7]2[C:12]=1[N:11]=[C:10]([CH3:17])[C:9]([CH2:18][C:19]1[CH:24]=[CH:23][C:22]([Cl:25])=[CH:21][CH:20]=1)=[C:8]2[CH2:26][CH3:27].[Cl:44][C:41]1[CH:42]=[CH:43][C:34]([O:33][CH2:32][C:31]([OH:56])=[O:30])=[C:35]2[C:40]=1[N:39]=[C:38]([CH2:45][CH3:46])[C:37]([CH2:47][C:48]1[CH:53]=[CH:52][C:51]([Cl:54])=[CH:50][CH:49]=1)=[C:36]2[CH3:55], predict the reactants needed to synthesize it. The reactants are: C[O:2][C:3](=[O:28])[CH2:4][O:5][C:6]1[CH:15]=[CH:14][C:13]([Cl:16])=[C:12]2[C:7]=1[C:8]([CH2:26][CH3:27])=[C:9]([CH2:18][C:19]1[CH:24]=[CH:23][C:22]([Cl:25])=[CH:21][CH:20]=1)[C:10]([CH3:17])=[N:11]2.C[O:30][C:31](=[O:56])[CH2:32][O:33][C:34]1[CH:43]=[CH:42][C:41]([Cl:44])=[C:40]2[C:35]=1[C:36]([CH3:55])=[C:37]([CH2:47][C:48]1[CH:53]=[CH:52][C:51]([Cl:54])=[CH:50][CH:49]=1)[C:38]([CH2:45][CH3:46])=[N:39]2.CO.[OH-].[Li+]. (2) Given the product [C:18]([O:22][C:23]([N:4]1[CH2:5][CH2:6][N:1]([C:7]2[CH:8]=[C:9]3[C:13](=[CH:14][CH:15]=2)[NH:12][N:11]=[CH:10]3)[CH2:2][CH2:3]1)=[O:24])([CH3:21])([CH3:20])[CH3:19], predict the reactants needed to synthesize it. The reactants are: [N:1]1([C:7]2[CH:8]=[C:9]3[C:13](=[CH:14][CH:15]=2)[NH:12][N:11]=[CH:10]3)[CH2:6][CH2:5][NH:4][CH2:3][CH2:2]1.[OH-].[Na+].[C:18]([O:22][C:23](=O)[O-:24])([CH3:21])([CH3:20])[CH3:19].O. (3) Given the product [CH3:18][C:7]1[C:8]2[C:15](=[O:17])[CH2:14][CH2:13][S:12][C:9]=2[CH2:10][CH2:11][C:6]=1[C:4]([O:3][CH2:1][CH3:2])=[O:5], predict the reactants needed to synthesize it. The reactants are: [CH2:1]([O:3][C:4]([C:6]1[CH2:11][CH2:10][C:9]([S:12][CH2:13][CH2:14][C:15]([OH:17])=O)=[CH:8][C:7]=1[CH3:18])=[O:5])[CH3:2].CS(O)(=O)=O.FC(F)(F)C(OC(=O)C(F)(F)F)=O. (4) Given the product [F:34][C:2]([F:1])([F:33])[C:3]1[CH:4]=[C:5]([CH:26]=[C:27]([C:29]([F:32])([F:31])[F:30])[CH:28]=1)[C:6]([N:8]1[CH2:25][CH2:24][C:11]2([N:15]([C:16]3[CH:21]=[CH:20][CH:19]=[CH:18][C:17]=3[CH3:22])[CH2:14][N:13]([CH2:36][C:37]3[N:38]([CH3:42])[CH:39]=[CH:40][N:41]=3)[C:12]2=[O:23])[CH2:10][CH2:9]1)=[O:7], predict the reactants needed to synthesize it. The reactants are: [F:1][C:2]([F:34])([F:33])[C:3]1[CH:4]=[C:5]([CH:26]=[C:27]([C:29]([F:32])([F:31])[F:30])[CH:28]=1)[C:6]([N:8]1[CH2:25][CH2:24][C:11]2([N:15]([C:16]3[CH:21]=[CH:20][CH:19]=[CH:18][C:17]=3[CH3:22])[CH2:14][NH:13][C:12]2=[O:23])[CH2:10][CH2:9]1)=[O:7].Cl[CH2:36][C:37]1[N:38]([CH3:42])[CH:39]=[CH:40][N:41]=1. (5) The reactants are: [CH3:1][O:2][C:3]1[CH:9]=[CH:8][C:7]([N+:10]([O-:12])=[O:11])=[CH:6][C:4]=1[NH2:5].[Cl:13][C:14]1[CH:24]=[C:23]([F:25])[C:22]([F:26])=[CH:21][C:15]=1[C:16]([N:18]=[C:19]=[O:20])=[O:17]. Given the product [Cl:13][C:14]1[CH:24]=[C:23]([F:25])[C:22]([F:26])=[CH:21][C:15]=1[C:16]([NH:18][C:19]([NH:5][C:4]1[CH:6]=[C:7]([N+:10]([O-:12])=[O:11])[CH:8]=[CH:9][C:3]=1[O:2][CH3:1])=[O:20])=[O:17], predict the reactants needed to synthesize it. (6) Given the product [ClH:1].[Cl:1][C:2]1[CH:8]=[C:7]([CH3:9])[CH:6]=[CH:5][C:3]=1[NH:4][NH2:10], predict the reactants needed to synthesize it. The reactants are: [Cl:1][C:2]1[CH:8]=[C:7]([CH3:9])[CH:6]=[CH:5][C:3]=1[NH2:4].[N:10]([O-])=O.[Na+].O.O.[Sn](Cl)Cl.